Task: Predict the product of the given reaction.. Dataset: Forward reaction prediction with 1.9M reactions from USPTO patents (1976-2016) (1) Given the reactants [C:1]([O-])([O-])=O.[K+].[K+].CI.[CH2:9]([O:11][C:12]([CH:14]1[CH2:19][NH:18][C:17]2[CH:20]=[C:21]([Cl:26])[C:22]([O:24][CH3:25])=[CH:23][C:16]=2[O:15]1)=[O:13])[CH3:10], predict the reaction product. The product is: [CH2:9]([O:11][C:12]([CH:14]1[CH2:19][N:18]([CH3:1])[C:17]2[CH:20]=[C:21]([Cl:26])[C:22]([O:24][CH3:25])=[CH:23][C:16]=2[O:15]1)=[O:13])[CH3:10]. (2) The product is: [OH:4][CH:5]([CH3:29])[C:6](=[O:28])[CH2:7][N:8]1[C:13]([C:14]2[CH:15]=[C:16]([CH3:20])[CH:17]=[CH:18][CH:19]=2)=[CH:12][C:11]([C:21]([F:24])([F:22])[F:23])=[C:10]([C:25]#[N:26])[C:9]1=[O:27]. Given the reactants COC[O:4][CH:5]([CH3:29])[C:6](=[O:28])[CH2:7][N:8]1[C:13]([C:14]2[CH:15]=[C:16]([CH3:20])[CH:17]=[CH:18][CH:19]=2)=[CH:12][C:11]([C:21]([F:24])([F:23])[F:22])=[C:10]([C:25]#[N:26])[C:9]1=[O:27].Cl, predict the reaction product.